This data is from Forward reaction prediction with 1.9M reactions from USPTO patents (1976-2016). The task is: Predict the product of the given reaction. (1) The product is: [C:7]([C:6]1[CH:5]=[C:4]([C:23](=[O:24])[CH2:22][Cl:21])[S:3][CH:2]=1)(=[O:10])[CH3:8]. Given the reactants Br[C:2]1[S:3][C:4](Cl)=[C:5](Cl)[C:6]=1[C:7](=[O:10])[CH2:8]Cl.C(C1C=CSC=1)(=O)C.[Cl:21][CH2:22][C:23](Cl)=[O:24], predict the reaction product. (2) Given the reactants [Cl:1][C:2]1[CH:3]=[N:4][NH:5][CH:6]=1.[CH2:7]=[C:8]1[CH2:12][CH2:11][O:10][C:9]1=[O:13], predict the reaction product. The product is: [Cl:1][C:2]1[CH:3]=[N:4][N:5]([CH2:7][CH:8]2[CH2:12][CH2:11][O:10][C:9]2=[O:13])[CH:6]=1. (3) Given the reactants Br[C:2]1[CH:3]=[CH:4][C:5]([F:12])=[C:6]([C:8]([F:11])([F:10])[F:9])[CH:7]=1.[Mg].[Br-].[CH2:15]([C@@H:17]1[O:19][CH2:18]1)[Cl:16].[Cl-].[NH4+].[CH2:22]([O:24][CH2:25][CH3:26])[CH3:23], predict the reaction product. The product is: [C:22]([O:24][CH2:25][CH3:26])(=[O:19])[CH3:23].[CH3:3][CH2:4][CH2:5][CH:6]([CH3:8])[CH3:7].[Cl:16][CH2:15][C@H:17]([OH:19])[CH2:18][C:2]1[CH:3]=[CH:4][C:5]([F:12])=[C:6]([C:8]([F:11])([F:10])[F:9])[CH:7]=1. (4) The product is: [N:1]1[CH:6]=[CH:5][CH:4]=[C:3]([CH:7]=[C:8]2[CH:13]([OH:14])[CH:12]3[CH2:11][CH2:10][N:9]2[CH2:16][CH2:15]3)[CH:2]=1. Given the reactants [N:1]1[CH:6]=[CH:5][CH:4]=[C:3]([CH:7]=[C:8]2[C:13](=[O:14])[CH:12]3[CH2:15][CH2:16][N:9]2[CH2:10][CH2:11]3)[CH:2]=1.[BH4-].[Na+].CC(C)=O.[BH4-], predict the reaction product. (5) Given the reactants F[C:2]1[CH:7]=[C:6]([I:8])[CH:5]=[CH:4][N:3]=1.[CH2:9]([OH:12])[CH2:10][OH:11].[H-].[Na+].[C:15]([Si:19](Cl)([CH3:21])[CH3:20])([CH3:18])([CH3:17])[CH3:16].C(N(CC)CC)C, predict the reaction product. The product is: [C:15]([Si:19]([CH3:21])([CH3:20])[O:11][CH2:10][CH2:9][O:12][C:2]1[CH:7]=[C:6]([I:8])[CH:5]=[CH:4][N:3]=1)([CH3:18])([CH3:17])[CH3:16].